Dataset: NCI-60 drug combinations with 297,098 pairs across 59 cell lines. Task: Regression. Given two drug SMILES strings and cell line genomic features, predict the synergy score measuring deviation from expected non-interaction effect. (1) Drug 1: CC1=CC2C(CCC3(C2CCC3(C(=O)C)OC(=O)C)C)C4(C1=CC(=O)CC4)C. Drug 2: C1=NC2=C(N=C(N=C2N1C3C(C(C(O3)CO)O)O)F)N. Cell line: OVCAR-4. Synergy scores: CSS=-0.0370, Synergy_ZIP=-0.0772, Synergy_Bliss=-0.717, Synergy_Loewe=-2.36, Synergy_HSA=-1.88. (2) Drug 1: C(=O)(N)NO. Drug 2: CC1=C(C(=O)C2=C(C1=O)N3CC4C(C3(C2COC(=O)N)OC)N4)N. Cell line: COLO 205. Synergy scores: CSS=47.3, Synergy_ZIP=-3.48, Synergy_Bliss=-1.50, Synergy_Loewe=-4.06, Synergy_HSA=1.55. (3) Drug 1: CC1OCC2C(O1)C(C(C(O2)OC3C4COC(=O)C4C(C5=CC6=C(C=C35)OCO6)C7=CC(=C(C(=C7)OC)O)OC)O)O. Drug 2: C1CN(P(=O)(OC1)NCCCl)CCCl. Cell line: TK-10. Synergy scores: CSS=22.5, Synergy_ZIP=-7.66, Synergy_Bliss=-4.36, Synergy_Loewe=-36.2, Synergy_HSA=-5.32. (4) Drug 1: C1=NC2=C(N1)C(=S)N=CN2. Drug 2: C1C(C(OC1N2C=NC3=C2NC=NCC3O)CO)O. Cell line: UO-31. Synergy scores: CSS=16.5, Synergy_ZIP=0.330, Synergy_Bliss=7.53, Synergy_Loewe=0.00249, Synergy_HSA=3.71. (5) Drug 1: C1=CC=C(C=C1)NC(=O)CCCCCCC(=O)NO. Drug 2: CN1C(=O)N2C=NC(=C2N=N1)C(=O)N. Cell line: HT29. Synergy scores: CSS=55.5, Synergy_ZIP=4.22, Synergy_Bliss=3.56, Synergy_Loewe=-57.4, Synergy_HSA=1.20. (6) Drug 1: CC1=CC=C(C=C1)C2=CC(=NN2C3=CC=C(C=C3)S(=O)(=O)N)C(F)(F)F. Drug 2: CCC1(C2=C(COC1=O)C(=O)N3CC4=CC5=C(C=CC(=C5CN(C)C)O)N=C4C3=C2)O.Cl. Cell line: U251. Synergy scores: CSS=34.6, Synergy_ZIP=-1.65, Synergy_Bliss=-5.60, Synergy_Loewe=-33.5, Synergy_HSA=-5.51.